This data is from Forward reaction prediction with 1.9M reactions from USPTO patents (1976-2016). The task is: Predict the product of the given reaction. (1) Given the reactants [Zn:1].[Br:2]CCBr.C[Si](Cl)(C)C.Br[CH2:12][C:13]1[CH:18]=[CH:17][C:16]([S:19]([CH3:22])(=[O:21])=[O:20])=[CH:15][CH:14]=1, predict the reaction product. The product is: [Br-:2].[CH3:22][S:19]([C:16]1[CH:17]=[CH:18][C:13]([CH2:12][Zn+:1])=[CH:14][CH:15]=1)(=[O:21])=[O:20]. (2) Given the reactants [CH2:1]([C:3]1[CH:4]=[C:5]([CH2:27][N:28]2[CH2:31][CH:30]([C:32]([O:34]C)=[O:33])[CH2:29]2)[S:6][C:7]=1[C:8]1[N:12]=[C:11]([C:13]2[CH:18]=[CH:17][C:16]([O:19][C:20]3[CH:25]=[CH:24][CH:23]=[C:22]([F:26])[CH:21]=3)=[CH:15][CH:14]=2)[O:10][N:9]=1)[CH3:2].O.[OH-].[Li+].C(O)(=O)C, predict the reaction product. The product is: [CH2:1]([C:3]1[CH:4]=[C:5]([CH2:27][N:28]2[CH2:31][CH:30]([C:32]([OH:34])=[O:33])[CH2:29]2)[S:6][C:7]=1[C:8]1[N:12]=[C:11]([C:13]2[CH:14]=[CH:15][C:16]([O:19][C:20]3[CH:25]=[CH:24][CH:23]=[C:22]([F:26])[CH:21]=3)=[CH:17][CH:18]=2)[O:10][N:9]=1)[CH3:2]. (3) Given the reactants [O:1]([C:3]1[CH:4]=[C:5]([NH:9][C:10]2[N:15]=[C:14]([NH:16][C:17]3[CH:18]=[C:19]4[C:23](=[CH:24][CH:25]=3)[NH:22][C:21]([CH3:26])=[CH:20]4)[CH:13]=[CH:12][N:11]=2)[CH:6]=[CH:7][CH:8]=1)C.B(Br)(Br)Br, predict the reaction product. The product is: [CH3:26][C:21]1[NH:22][C:23]2[C:19]([CH:20]=1)=[CH:18][C:17]([NH:16][C:14]1[CH:13]=[CH:12][N:11]=[C:10]([NH:9][C:5]3[CH:4]=[C:3]([OH:1])[CH:8]=[CH:7][CH:6]=3)[N:15]=1)=[CH:25][CH:24]=2. (4) Given the reactants N#N.[CH2:3]([O:5][C:6]([C:8]1[N:9]=[C:10](/[CH:13]=C/C2C=CC=CC=2)[O:11][CH:12]=1)=[O:7])[CH3:4].[OH2:21], predict the reaction product. The product is: [CH2:3]([O:5][C:6]([C:8]1[N:9]=[C:10]([CH:13]=[O:21])[O:11][CH:12]=1)=[O:7])[CH3:4]. (5) Given the reactants C(=O)([O-])[O-].[K+].[K+].FC(F)(F)C([N:11]1[CH2:15][CH2:14][CH2:13][CH:12]1[C:16]1[C:30]([O:31][C:32]2[CH:37]=[CH:36][C:35]([S:38]([CH3:41])(=[O:40])=[O:39])=[CH:34][CH:33]=2)=[CH:29][C:19]2[N:20]=[C:21]([C:23]3[CH:28]=[CH:27][CH:26]=[CH:25][N:24]=3)[NH:22][C:18]=2[CH:17]=1)=O, predict the reaction product. The product is: [CH3:41][S:38]([C:35]1[CH:34]=[CH:33][C:32]([O:31][C:30]2[C:16]([CH:12]3[CH2:13][CH2:14][CH2:15][NH:11]3)=[CH:17][C:18]3[NH:22][C:21]([C:23]4[CH:28]=[CH:27][CH:26]=[CH:25][N:24]=4)=[N:20][C:19]=3[CH:29]=2)=[CH:37][CH:36]=1)(=[O:39])=[O:40]. (6) Given the reactants Br[C:2]1[CH:3]=[C:4]2[C:8](=[C:9]([C:11]([NH2:13])=[O:12])[CH:10]=1)[NH:7][CH:6]=[CH:5]2.[C:14]([C:17]1[CH:18]=[C:19](B(O)O)[CH:20]=[CH:21][CH:22]=1)([OH:16])=[O:15].P([O-])([O-])([O-])=O.[K+].[K+].[K+], predict the reaction product. The product is: [NH2:13][C:11]([C:9]1[CH:10]=[C:2]([C:21]2[CH:22]=[C:17]([CH:18]=[CH:19][CH:20]=2)[C:14]([OH:16])=[O:15])[CH:3]=[C:4]2[C:8]=1[NH:7][CH:6]=[CH:5]2)=[O:12]. (7) Given the reactants [C:1](#[N:3])[CH3:2].[H-].[Na+].[CH3:6][O:7][C:8]1[CH:9]=[C:10]([CH2:14][CH2:15][C:16](OC)=[O:17])[CH:11]=[CH:12][CH:13]=1, predict the reaction product. The product is: [CH3:6][O:7][C:8]1[CH:9]=[C:10]([CH2:14][CH2:15][C:16](=[O:17])[CH2:2][C:1]#[N:3])[CH:11]=[CH:12][CH:13]=1. (8) Given the reactants [CH3:1][O:2][C:3]([C:5]1[CH:6]=[C:7]2[N:12]([C:13]=1[C:14](=[O:16])[CH3:15])[CH:11]=[CH:10][C:9]([CH2:17][N:18]=[N+:19]=[N-:20])=[CH:8]2)=[O:4].[F:21][C:22]([F:30])([F:29])[C:23]([OH:28])([CH2:26][CH3:27])[C:24]#[CH:25], predict the reaction product. The product is: [CH3:1][O:2][C:3]([C:5]1[CH:6]=[C:7]2[N:12]([C:13]=1[C:14](=[O:16])[CH3:15])[CH:11]=[CH:10][C:9]([CH2:17][N:18]1[CH:25]=[C:24]([C:23]([OH:28])([C:22]([F:30])([F:29])[F:21])[CH2:26][CH3:27])[N:20]=[N:19]1)=[CH:8]2)=[O:4]. (9) The product is: [CH:11]([C:8]1[S:7][C:6]([NH:5][CH2:4][CH2:3][CH2:2][NH:1][C:15](=[O:16])[C@@H:14]([NH:18][C:19](=[O:20])[O:21][C:22]([CH3:24])([CH3:23])[CH3:25])[CH3:13])=[N:10][CH:9]=1)=[O:12]. Given the reactants [NH2:1][CH2:2][CH2:3][CH2:4][NH:5][C:6]1[S:7][C:8]([CH:11]=[O:12])=[CH:9][N:10]=1.[CH3:13][C@H:14]([NH:18][C:19]([O:21][C:22]([CH3:25])([CH3:24])[CH3:23])=[O:20])[C:15](O)=[O:16].ON1C2N=CC=CC=2N=N1.CN1CCOCC1.C(Cl)CCl, predict the reaction product. (10) Given the reactants C12N(C3C=NC4C(=CC=CC=4)N=3)CC1CCNC2.C(OC([N:26]1[CH2:33][CH2:32][CH:31]2[CH:28]([NH:29][CH2:30]2)[CH2:27]1)=O)(C)(C)C.Cl[C:35]1[CH:40]=[C:39]([C:41]([F:44])([F:43])[F:42])[N:38]=[C:37]([N:45]([CH3:47])[CH3:46])[N:36]=1.ClC1C=NC2C(=CC=CC=2)N=1, predict the reaction product. The product is: [C@@H:28]12[N:29]([C:35]3[CH:40]=[C:39]([C:41]([F:44])([F:42])[F:43])[N:38]=[C:37]([N:45]([CH3:47])[CH3:46])[N:36]=3)[CH2:30][C@@H:31]1[CH2:32][CH2:33][NH:26][CH2:27]2.